This data is from Experimentally validated miRNA-target interactions with 360,000+ pairs, plus equal number of negative samples. The task is: Binary Classification. Given a miRNA mature sequence and a target amino acid sequence, predict their likelihood of interaction. (1) The miRNA is hsa-miR-8078 with sequence GGUCUAGGCCCGGUGAGAGACUC. The protein sequence of the target gene is MAVELGVLLVRPRPGTGLGRVMRTLLLVLWLATRGSALYFHIGETEKKCFIEEIPDETMVIGNYRTQLYDKQREEYQPATPGLGMFVEVKDPEDKVILARQYGSEGRFTFTSHTPGEHQICLHSNSTKFSLFAGGMLRVHLDIQVGEHANDYAEIAAKDKLSELQLRVRQLVEQVEQIQKEQNYQRWREERFRQTSESTNQRVLWWSILQTLILVAIGVWQMRHLKSFFEAKKLV. Result: 1 (interaction). (2) The protein sequence of the target gene is MSAGGAVPPPPNPAVSFPAPRVTLPAGPDILRTYSGAFVCLEIVLGGLVWILVASSNVPLPLLQGWVMFVSVTAFFFSLLFLGLFLSGMVTQIDANWNFLDFVYHFIVFVFYFGAFLLEAAATSLHDLQCNTTMTVKPLLNDNQYNINVAATVFAFMTTACYGCSLGLALRRWRP. The miRNA is mmu-miR-758-3p with sequence UUUGUGACCUGGUCCACUA. Result: 1 (interaction). (3) The miRNA is mmu-miR-210-5p with sequence AGCCACUGCCCACCGCACACUG. The protein sequence of the target gene is MAPEDHEGATSLLQSFERRFLAARALPSFPWQSLEEKLKDPSGSELLLAILQRTVKHPVCVQHGPSVKYARCFLSKLIKKHEAVPTEPLDALYEALAEVLMTQESTQCHRSYLLPSGNSVTLSESTAIVSHGTTGLVTWDAALYLAEWAIENPAAFTDRTILELGSGAGLTGLAICKACCPRAYIFSDCHAQVLEQLRGNVLLNGFSLEPHTPIDAGSSKVTVAQLDWDEVTASQLSAFQADVVIAADVLYCWEMTLSLVRVLKMLEDCQRKSAPDVYVAYTIRSQDTGKLFIEELDRAG.... Result: 0 (no interaction). (4) The miRNA is hsa-miR-3157-5p with sequence UUCAGCCAGGCUAGUGCAGUCU. The protein sequence of the target gene is MPIPPPPPPPPGPPPPPTFNQANTEQPKLSRDEQRNRGALLQDICKGTKLKKVTNVNDRSAPVIEKPRGSSGGYGPGAAALQPKGGLFQGGVPKLRPVGAKDASEAPAGKPALQVPSSRAAAPRPPGSAASGRPHDDTDSNRASLPELPRMQRPSLPDLSRPNTASGTGMKHSSSAPPPPPPGRRANAPPTPLPLHSNKAQAYNREKPLPPTPGQRLHPGREGHPAPPPVKPPPSPVNIRTGPSGQSLAPPPPPYRQPPGVPNGPSSPTNESAPELPQRHNSLHRKTPGPVRGLAPPPPT.... Result: 0 (no interaction). (5) The miRNA is mmu-miR-7234-5p with sequence UUGUUUUCUCCAAAGACGUUUCU. The protein sequence of the target gene is MWDQGGQPWQQWPLNQQQWMQSFQHQQDPSQIDWAALAQAWIAQREASGQQSMVEQPPGMMPNGQDMSTMESGPNNHGNFQGDSNFNRMWQPEWGMHQQPPHPPPDQPWMPPTPGPMDIVPPSEDSNSQDSGEFAPDNRHIFNQNNHNFGGPPDNFAVGPVNQFDYQHGAAFGPPQGGFHPPYWQPGPPGPPAPPQNRRERPSSFRDRQRSPIALPVKQEPPQIDAVKRRTLPAWIREGLEKMEREKQKKLEKERMEQQRSQLSKKEKKATEDAEGGDGPRLPQRSKFDSDEEEEDTENV.... Result: 0 (no interaction). (6) The miRNA is hsa-miR-548k with sequence AAAAGUACUUGCGGAUUUUGCU. The protein sequence of the target gene is MFACAKLACTPSLIRAGSRVAYRPISASVLSRPEASRTGEGSTVFNGAQNGVSQLIQREFQTSAISRDIDTAAKFIGAGAATVGVAGSGAGIGTVFGSLIIGYARNPSLKQQLFSYAILGFALSEAMGLFCLMVAFLILFAM. Result: 1 (interaction). (7) The miRNA is hsa-miR-5010-5p with sequence AGGGGGAUGGCAGAGCAAAAUU. The protein sequence of the target gene is MNGEADCPTDLEMAAPKGQDRWSQEDMLTLLECMKNNLPSNDSSKFKTTESHMDWEKVAFKDFSGDMCKLKWVEISNEVRKFRTLTELILDAQEHVKNPYKGKKLKKHPDFPKKPLTPYFRFFMEKRAKYAKLHPEMSNLDLTKILSKKYKELPEKKKMKYIQDFQREKQEFERNLARFREDHPDLIQNAKKSDIPEKPKTPQQLWYTHEKKVYLKVRPDATTKEVKDSLGKQWSQLSDKKRLKWIHKALEQRKEYEEIMRDYIQKHPELNISEEGITKSTLTKAERQLKDKFDGRPTKP.... Result: 1 (interaction). (8) The miRNA is mmu-miR-669c-3p with sequence UACACACACACACACAAGUAAA. The protein sequence of the target gene is MSERRRSAVALSSRAHAFSVEALIGSNKKRKLRDWEEKGLDLSMEALSPAGPLGDTEDAAAHGLEPHPDSEQSTGSDSEVLTERTSCSFSTHTDLASGAAGPVPAAMSSMEEIQVELQCADLWKRFHDIGTEMIITKAGRRMFPAMRVKITGLDPHQQYYIAMDIVPVDNKRYRYVYHSSKWMVAGNADSPVPPRVYIHPDSLASGDTWMRQVVSFDKLKLTNNELDDQGHIILHSMHKYQPRVHVIRKDFSSDLSPTKPVPVGDGVKTFNFPETVFTTVTAYQNQQITRLKIDRNPFAK.... Result: 0 (no interaction). (9) The miRNA is hsa-miR-6757-3p with sequence AACACUGGCCUUGCUAUCCCCA. The protein sequence of the target gene is MATQVEPLLPAGAPLLQAEEHGLARKKPAPDAQAESGPGDGGGEPDGGVRRPRPACARPGRDGAERESPRPPAAAEAPAGSDGEDGGRRDFVEAPPPKVNPWTKHAPPPAAVNGQPPPEPSAPAKVVRAAAPKPRKGSKVGDFGDAVNWPTPGEIAHKSVQPQSHKPQPARKLPPKKDMKEQEKGDGSDSKESPKTKSDESGEEKNGDEDCQRGGQKKKGSKHKWVPLQIDMKPEVPREKLASRPTRPQEPRHTPAVRGEMKGSEPATYMPVSVAPPTPAWQPETKVEPAWHDQDETSSV.... Result: 0 (no interaction).